From a dataset of Full USPTO retrosynthesis dataset with 1.9M reactions from patents (1976-2016). Predict the reactants needed to synthesize the given product. (1) Given the product [CH2:10]([O:12][C:13](=[O:17])[CH:14]=[C:15]([O:9][C:3]1[CH:4]=[C:5]([CH3:8])[CH:6]=[CH:7][C:2]=1[F:1])[CH3:16])[CH3:11], predict the reactants needed to synthesize it. The reactants are: [F:1][C:2]1[CH:7]=[CH:6][C:5]([CH3:8])=[CH:4][C:3]=1[OH:9].[CH2:10]([O:12][C:13](=[O:17])[C:14]#[C:15][CH3:16])[CH3:11].N12CCCN=C1CCCCC2. (2) Given the product [CH3:44][O:45][N:15]([CH3:18])[C:9]([C:3]1[C:2]([NH2:1])=[N:7][C:6]([CH3:8])=[CH:5][N:4]=1)=[O:11], predict the reactants needed to synthesize it. The reactants are: [NH2:1][C:2]1[C:3]([C:9]([OH:11])=O)=[N:4][CH:5]=[C:6]([CH3:8])[N:7]=1.C([N:15]([CH:18](C)C)CC)(C)C.CCN=C=NCCCN(C)C.Cl.C1C=CC2N(O)N=NC=2C=1.Cl.[CH3:44][O:45]NOOC.